From a dataset of Peptide-MHC class I binding affinity with 185,985 pairs from IEDB/IMGT. Regression. Given a peptide amino acid sequence and an MHC pseudo amino acid sequence, predict their binding affinity value. This is MHC class I binding data. (1) The peptide sequence is LSYRNKPSI. The MHC is HLA-A24:02 with pseudo-sequence HLA-A24:02. The binding affinity (normalized) is 0.261. (2) The peptide sequence is ALPPVAPV. The MHC is HLA-A02:02 with pseudo-sequence HLA-A02:02. The binding affinity (normalized) is 0.180.